Task: Predict the product of the given reaction.. Dataset: Forward reaction prediction with 1.9M reactions from USPTO patents (1976-2016) (1) Given the reactants Cl[C:2]1[C:3]([CH3:22])=[N:4][C:5]2[C:10]([N:11]=1)=[C:9]([C:12]1[NH:20][C:19]3[CH2:18][CH2:17][NH:16][C:15](=[O:21])[C:14]=3[CH:13]=1)[CH:8]=[CH:7][CH:6]=2.[CH3:23][C:24]1[C:25]([Sn](CCCC)(CCCC)CCCC)=[N:26][CH:27]=[CH:28][CH:29]=1.[F-].[Cs+].CO.C(Cl)Cl, predict the reaction product. The product is: [CH3:22][C:3]1[C:2]([C:25]2[C:24]([CH3:23])=[CH:29][CH:28]=[CH:27][N:26]=2)=[N:11][C:10]2[C:5](=[CH:6][CH:7]=[CH:8][C:9]=2[C:12]2[NH:20][C:19]3[CH2:18][CH2:17][NH:16][C:15](=[O:21])[C:14]=3[CH:13]=2)[N:4]=1. (2) Given the reactants [O:1]1[CH2:5][CH2:4][CH:3](C(O)=O)[CH2:2]1.C1(P(N=[N+]=[N-])(C2C=CC=CC=2)=[O:16])C=CC=CC=1.C([N:28]([CH2:31]C)CC)C.[CH2:33]([OH:40])[C:34]1[CH:39]=[CH:38][CH:37]=[CH:36][CH:35]=1, predict the reaction product. The product is: [CH2:33]([O:40][C:31]([NH:28][CH:3]1[CH2:4][CH2:5][O:1][CH2:2]1)=[O:16])[C:34]1[CH:39]=[CH:38][CH:37]=[CH:36][CH:35]=1. (3) Given the reactants Br[CH2:2][CH2:3][CH2:4][CH2:5][N:6]([C:11]1[N:16]=[C:15]2[O:17][C:18]([C:24]3[CH:29]=[CH:28][C:27]([CH3:30])=[CH:26][CH:25]=3)=[C:19]([C:20]([NH:22][CH3:23])=[O:21])[C:14]2=[CH:13][C:12]=1[CH:31]1[CH2:33][CH2:32]1)[S:7]([CH3:10])(=[O:9])=[O:8].[CH3:34][S:35]([CH2:38][C:39]([O:41][CH2:42][CH3:43])=[O:40])(=[O:37])=[O:36].C(=O)([O-])[O-].[Cs+].[Cs+], predict the reaction product. The product is: [CH:31]1([C:12]2[CH:13]=[C:14]3[C:19]([C:20](=[O:21])[NH:22][CH3:23])=[C:18]([C:24]4[CH:29]=[CH:28][C:27]([CH3:30])=[CH:26][CH:25]=4)[O:17][C:15]3=[N:16][C:11]=2[N:6]([CH2:5][CH2:4][CH2:3][CH2:2][CH:38]([S:35]([CH3:34])(=[O:37])=[O:36])[C:39]([O:41][CH2:42][CH3:43])=[O:40])[S:7]([CH3:10])(=[O:9])=[O:8])[CH2:33][CH2:32]1. (4) Given the reactants C(O[C:5](=[O:7])[CH3:6])(=O)C.[Cl:8][C:9]1[CH:14]=[CH:13][C:12]([C:15]2[CH:16]=[CH:17][C:18]([C:21]#[C:22][C:23]3[CH:24]=[C:25]4[C:30](=[CH:31][CH:32]=3)[NH:29][CH:28]([CH2:33][N:34]3[CH2:38][CH2:37][CH2:36][CH2:35]3)[CH2:27][CH2:26]4)=[N:19][CH:20]=2)=[CH:11][CH:10]=1, predict the reaction product. The product is: [Cl:8][C:9]1[CH:14]=[CH:13][C:12]([C:15]2[CH:16]=[CH:17][C:18]([C:21]#[C:22][C:23]3[CH:24]=[C:25]4[C:30](=[CH:31][CH:32]=3)[N:29]([C:5](=[O:7])[CH3:6])[CH:28]([CH2:33][N:34]3[CH2:35][CH2:36][CH2:37][CH2:38]3)[CH2:27][CH2:26]4)=[N:19][CH:20]=2)=[CH:11][CH:10]=1. (5) Given the reactants [H-].[Na+].[F:3][C:4]([F:8])([F:7])[CH2:5][OH:6].[Cl:9][C:10]1[N:15]=[C:14](Cl)[CH:13]=[CH:12][N:11]=1, predict the reaction product. The product is: [Cl:9][C:10]1[N:15]=[C:14]([O:6][CH2:5][C:4]([F:8])([F:7])[F:3])[CH:13]=[CH:12][N:11]=1. (6) Given the reactants [F:1][C:2]1[CH:11]=[CH:10][CH:9]=[C:8]2[C:3]=1[C:4](=O)[NH:5][CH:6]=[N:7]2.C1(P(C2C=CC=CC=2)C2C=CC=CC=2)C=CC=CC=1.C(Cl)(Cl)(Cl)[Cl:33], predict the reaction product. The product is: [F:1][C:2]1[CH:11]=[CH:10][CH:9]=[C:8]2[C:3]=1[C:4]([Cl:33])=[N:5][CH:6]=[N:7]2. (7) Given the reactants [C:1]12([CH2:11][O:12][C:13]3[C:21]([Cl:22])=[CH:20][C:16]([C:17](O)=[O:18])=[C:15]([F:23])[CH:14]=3)[CH2:10][CH:5]3[CH2:6][CH:7]([CH2:9][CH:3]([CH2:4]3)[CH2:2]1)[CH2:8]2.C(N=C=NCCCN(C)C)C.[N:35]1([S:41]([NH2:44])(=[O:43])=[O:42])[CH2:40][CH2:39][O:38][CH2:37][CH2:36]1, predict the reaction product. The product is: [C:1]12([CH2:11][O:12][C:13]3[C:21]([Cl:22])=[CH:20][C:16]([C:17]([NH:44][S:41]([N:35]4[CH2:40][CH2:39][O:38][CH2:37][CH2:36]4)(=[O:43])=[O:42])=[O:18])=[C:15]([F:23])[CH:14]=3)[CH2:8][CH:7]3[CH2:9][CH:3]([CH2:4][CH:5]([CH2:6]3)[CH2:10]1)[CH2:2]2. (8) Given the reactants I[C:2]1[CH:3]=[C:4]([CH:28]=[CH:29][CH:30]=1)[CH2:5][N:6]1[CH2:11][CH2:10][CH2:9][C:8]2([CH2:16][CH2:15][N:14]([C:17]3[CH:26]=[N:25][C:24]4[C:19](=[CH:20][CH:21]=[CH:22][CH:23]=4)[N:18]=3)[CH2:13][CH2:12]2)[C:7]1=[O:27].[NH:31]1[CH:35]=[CH:34][N:33]=[N:32]1.CN[C@@H]1CCCC[C@H]1NC.[O-]P([O-])([O-])=O.[K+].[K+].[K+], predict the reaction product. The product is: [N:31]1[N:32]([C:2]2[CH:3]=[C:4]([CH:28]=[CH:29][CH:30]=2)[CH2:5][N:6]2[CH2:11][CH2:10][CH2:9][C:8]3([CH2:16][CH2:15][N:14]([C:17]4[CH:26]=[N:25][C:24]5[C:19](=[CH:20][CH:21]=[CH:22][CH:23]=5)[N:18]=4)[CH2:13][CH2:12]3)[C:7]2=[O:27])[N:33]=[CH:34][CH:35]=1. (9) Given the reactants [Cl:1][C:2]1[C:7]([Cl:8])=[CH:6][CH:5]=[CH:4][C:3]=1[N:9]1[CH2:14][CH2:13][N:12]([CH2:15][CH2:16][CH2:17][CH2:18][O:19][C:20]2[CH:29]=[C:28]3[C:23]([CH2:24][CH2:25][C:26](=[O:32])[N:27]3[CH2:30][OH:31])=[CH:22][CH:21]=2)[CH2:11][CH2:10]1.S(Cl)(Cl)=O.CO.[C:39]([O-])(O)=O.[Na+], predict the reaction product. The product is: [Cl:1][C:2]1[C:7]([Cl:8])=[CH:6][CH:5]=[CH:4][C:3]=1[N:9]1[CH2:14][CH2:13][N:12]([CH2:15][CH2:16][CH2:17][CH2:18][O:19][C:20]2[CH:29]=[C:28]3[C:23]([CH2:24][CH2:25][C:26](=[O:32])[N:27]3[CH2:30][O:31][CH3:39])=[CH:22][CH:21]=2)[CH2:11][CH2:10]1. (10) Given the reactants B.C1(C)C=CC=CC=1.[Cl:9][C:10]1[CH:11]=[C:12]([CH:28]=[C:29]([F:31])[CH:30]=1)[C:13]([C@@H:15]1[CH2:20][CH2:19][CH2:18][N:17]([C:21]([O:23][C:24]([CH3:27])([CH3:26])[CH3:25])=[O:22])[CH2:16]1)=[O:14], predict the reaction product. The product is: [Cl:9][C:10]1[CH:11]=[C:12]([C@H:13]([OH:14])[C@@H:15]2[CH2:20][CH2:19][CH2:18][N:17]([C:21]([O:23][C:24]([CH3:26])([CH3:25])[CH3:27])=[O:22])[CH2:16]2)[CH:28]=[C:29]([F:31])[CH:30]=1.